Dataset: Peptide-MHC class I binding affinity with 185,985 pairs from IEDB/IMGT. Task: Regression. Given a peptide amino acid sequence and an MHC pseudo amino acid sequence, predict their binding affinity value. This is MHC class I binding data. The peptide sequence is VCLSGEGWPY. The MHC is HLA-A01:01 with pseudo-sequence HLA-A01:01. The binding affinity (normalized) is 0.154.